Dataset: Forward reaction prediction with 1.9M reactions from USPTO patents (1976-2016). Task: Predict the product of the given reaction. (1) The product is: [CH3:1][C@@H:2]([CH2:7][C:8]1[CH:13]=[CH:12][CH:11]=[CH:10][CH:9]=1)[CH2:3][OH:4]. Given the reactants [CH3:1][C@@H:2]([CH2:7][C:8]1[CH:13]=[CH:12][CH:11]=[CH:10][CH:9]=1)[C:3](OC)=[O:4].C[O-].[Na+].O1CCCC1.[H][H], predict the reaction product. (2) Given the reactants C(N(CC)CC)C.[C:8]([O:11][C:12](=[O:14])[CH3:13])(=O)[CH3:9].[CH:15]1[C:28]2[C:19](=[N:20][C:21]3[C:26]([C:27]=2[C:29]([N:31]2[CH2:36][CH2:35][N:34]([C:37]4C=C[CH:40]=[C:39](O)[CH:38]=4)[CH2:33][CH2:32]2)=[O:30])=[CH:25][CH:24]=[CH:23][CH:22]=3)[CH:18]=[CH:17][CH:16]=1, predict the reaction product. The product is: [C:12]([O:11][C:8]1[CH:40]=[CH:39][CH:38]=[C:37]([N:34]2[CH2:33][CH2:32][N:31]([C:29]([C:27]3[C:28]4[C:19]([N:20]=[C:21]5[C:26]=3[CH:25]=[CH:24][CH:23]=[CH:22]5)=[CH:18][CH:17]=[CH:16][CH:15]=4)=[O:30])[CH2:36][CH2:35]2)[CH:9]=1)(=[O:14])[CH3:13]. (3) Given the reactants [Br:1][C:2]1[C:3]([O:8][C:9]2[CH:14]=[CH:13][C:12]([NH:15][C:16]3[S:17][C:18]4[CH:24]=[CH:23][CH:22]=[CH:21][C:19]=4[N:20]=3)=[CH:11][CH:10]=2)=[N:4][CH:5]=[CH:6][CH:7]=1.[C:33](O[C:33]([O:35][C:36]([CH3:39])(C)C)=[O:34])([O:35][C:36](C)(C)[CH3:39])=[O:34].[CH2:40]1COC[CH2:41]1, predict the reaction product. The product is: [S:17]1[C:18]2[CH:24]=[CH:23][CH:22]=[CH:21][C:19]=2[N:20]=[C:16]1[N:15]([C:12]1[CH:11]=[CH:10][C:9]([O:8][C:3]2[C:2]([Br:1])=[CH:7][CH:6]=[CH:5][N:4]=2)=[CH:14][CH:13]=1)[C:33](=[O:34])[O:35][CH2:36][CH2:39][CH2:40][CH3:41]. (4) Given the reactants C([O:3][C:4](=O)[CH:5]=[C:6]([C:13]1[CH:14]=[C:15]2[C:19](=[CH:20][CH:21]=1)[NH:18][N:17]=[C:16]2[Cl:22])[C:7]1[CH:12]=[CH:11][CH:10]=[CH:9][CH:8]=1)C.C(OC(=O)C=C(C1C=CC=C2C=1C(C#N)=[CH:39][NH:40]2)C1C=CC=CC=1)C, predict the reaction product. The product is: [Cl:22][C:16]1[C:15]2[C:19](=[CH:20][CH:21]=[C:13]([C:6]([C:7]3[CH:12]=[CH:11][CH:10]=[CH:9][CH:8]=3)=[CH:5][C:4]([NH:40][CH3:39])=[O:3])[CH:14]=2)[NH:18][N:17]=1. (5) Given the reactants S(O)(C)(=O)=O.[Cl:6][C:7]1[CH:8]=[C:9]([O:23][CH3:24])[C:10]([F:22])=[C:11]([S:13][CH2:14][C:15](=O)[CH2:16][C:17]([O:19][CH3:20])=[O:18])[CH:12]=1, predict the reaction product. The product is: [CH3:20][O:19][C:17](=[O:18])[CH2:16][C:15]1[C:12]2[C:7]([Cl:6])=[CH:8][C:9]([O:23][CH3:24])=[C:10]([F:22])[C:11]=2[S:13][CH:14]=1.